This data is from Reaction yield outcomes from USPTO patents with 853,638 reactions. The task is: Predict the reaction yield, written as a fraction of the theoretical maximum amount of product (1.0 means a 100% yield; for example, 0.34 means a 34% yield). The reactants are [CH3:1][O:2][C:3]([C:5]1[NH:6][C:7]2[C:12]([C:13](=[O:15])[CH:14]=1)=[CH:11][C:10]([F:16])=[CH:9][C:8]=2[Br:17])=[O:4].[C:18]([O-])([O-])=O.[K+].[K+].CI.O. The catalyst is CS(C)=O. The product is [CH3:1][O:2][C:3]([C:5]1[CH:14]=[C:13]([O:15][CH3:18])[C:12]2[C:7](=[C:8]([Br:17])[CH:9]=[C:10]([F:16])[CH:11]=2)[N:6]=1)=[O:4]. The yield is 0.930.